Dataset: Retrosynthesis with 50K atom-mapped reactions and 10 reaction types from USPTO. Task: Predict the reactants needed to synthesize the given product. (1) Given the product O=Cc1cccc(F)c1, predict the reactants needed to synthesize it. The reactants are: O=C(Cl)c1cccc(F)c1. (2) Given the product O=C(Nc1ccc(-n2nc(C(F)(F)F)cc2-c2cccnc2)cn1)C1CCCCC1, predict the reactants needed to synthesize it. The reactants are: NNc1ccc(NC(=O)C2CCCCC2)nc1.O=C(CC(=O)C(F)(F)F)c1cccnc1. (3) Given the product CCNc1nc(NC)cc(NS(=O)(=O)c2ccc(N)cc2)n1, predict the reactants needed to synthesize it. The reactants are: CCNc1nc(Cl)cc(NS(=O)(=O)c2ccc(N)cc2)n1.CN. (4) Given the product O=C(CCl)N1CCC(Oc2c(F)c(F)c(F)c(F)c2F)CC1, predict the reactants needed to synthesize it. The reactants are: Fc1c(F)c(F)c(OC2CCNCC2)c(F)c1F.O=C(Cl)CCl. (5) Given the product COc1cc2c(Nc3c(Cl)ccc4c(Br)coc34)ncnc2cc1OCCCN1CCOCC1, predict the reactants needed to synthesize it. The reactants are: COc1cc2c(Cl)ncnc2cc1OCCCN1CCOCC1.Nc1c(Cl)ccc2c(Br)coc12.